From a dataset of Full USPTO retrosynthesis dataset with 1.9M reactions from patents (1976-2016). Predict the reactants needed to synthesize the given product. (1) Given the product [Cl:1][C:2]1[CH:7]=[CH:6][C:5]([C:8]2[C:9]3[CH2:17][N:16]([S:40]([CH2:37][CH2:38][CH3:39])(=[O:42])=[O:41])[CH2:15][C:10]=3[N:11]=[C:12]([NH2:14])[N:13]=2)=[C:4]([CH3:18])[CH:3]=1, predict the reactants needed to synthesize it. The reactants are: [Cl:1][C:2]1[CH:7]=[CH:6][C:5]([C:8]2[C:9]3[CH2:17][NH:16][CH2:15][C:10]=3[N:11]=[C:12]([NH2:14])[N:13]=2)=[C:4]([CH3:18])[CH:3]=1.ClC1C=CC(B(O)O)=C(C)C=1.C(N(CC)CC)C.[CH2:37]([S:40](Cl)(=[O:42])=[O:41])[CH2:38][CH3:39]. (2) Given the product [N:15]([C@H:2]1[C@H:7]([OH:1])[CH2:6][CH2:5][C@H:4]([C:8]([O:10][CH2:11][CH3:12])=[O:9])[CH2:3]1)=[N+:16]=[N-:17], predict the reactants needed to synthesize it. The reactants are: [O:1]1[C@H:7]2[C@@H:2]1[CH2:3][C@@H:4]([C:8]([O:10][CH2:11][CH3:12])=[O:9])[CH2:5][CH2:6]2.[Cl-].[NH4+].[N-:15]=[N+:16]=[N-:17].[Na+]. (3) Given the product [NH2:1][C:2]1[C:10]2[C:9]([C:11]3[CH:16]=[CH:15][C:14]([Cl:17])=[C:13]([Cl:18])[CH:12]=3)=[N:8][C:7]([NH:29][CH2:25][CH:26]([CH3:28])[CH3:27])=[N:6][C:5]=2[S:4][C:3]=1[C:22]([NH2:24])=[O:23], predict the reactants needed to synthesize it. The reactants are: [NH2:1][C:2]1[C:10]2[C:9]([C:11]3[CH:16]=[CH:15][C:14]([Cl:17])=[C:13]([Cl:18])[CH:12]=3)=[N:8][C:7](S(C)=O)=[N:6][C:5]=2[S:4][C:3]=1[C:22]([NH2:24])=[O:23].[CH2:25]([NH2:29])[CH:26]([CH3:28])[CH3:27].C1COCC1. (4) Given the product [F:1][C:2]1[CH:3]=[C:4]([CH2:11][CH2:12][C:13]([OH:15])=[O:14])[CH:5]=[C:6]([O:9][CH3:10])[C:7]=1[O:8][CH2:20][C:19]#[CH:18], predict the reactants needed to synthesize it. The reactants are: [F:1][C:2]1[CH:3]=[C:4]([CH2:11][CH2:12][C:13]([O:15]CC)=[O:14])[CH:5]=[C:6]([O:9][CH3:10])[C:7]=1[OH:8].[CH2:18](Br)[C:19]#[CH:20].C(=O)([O-])[O-].[K+].[K+].C(#N)C. (5) Given the product [NH:22]([CH2:21][CH2:20][O:19][CH2:18][CH2:17][O:16][CH2:15][CH2:14][C:13]([OH:31])=[O:12])[NH2:23], predict the reactants needed to synthesize it. The reactants are: C(O)(C(F)(F)F)=O.C([O:12][C:13](=[O:31])[CH2:14][CH2:15][O:16][CH2:17][CH2:18][O:19][CH2:20][CH2:21][NH:22][NH:23]C(OC(C)(C)C)=O)(C)(C)C. (6) Given the product [CH3:1][C:2]1[O:6][C:5]([C:7]2[CH:12]=[CH:11][C:10]([CH3:13])=[CH:9][CH:8]=2)=[N:4][C:3]=1[CH2:14][O:15][C@@H:16]1[CH2:21][CH2:20][CH2:19][C@H:18]([CH2:22][O:23][C:24]2([C:29]([OH:31])=[O:30])[CH2:28][CH2:27][CH2:26][CH2:25]2)[CH2:17]1, predict the reactants needed to synthesize it. The reactants are: [CH3:1][C:2]1[O:6][C:5]([C:7]2[CH:12]=[CH:11][C:10]([CH3:13])=[CH:9][CH:8]=2)=[N:4][C:3]=1[CH2:14][O:15][C@@H:16]1[CH2:21][CH2:20][CH2:19][C@H:18]([CH2:22][O:23][C:24]2([C:29]([O:31]C(C)(C)C)=[O:30])[CH2:28][CH2:27][CH2:26][CH2:25]2)[CH2:17]1. (7) Given the product [F:33][C:30]1[CH:31]=[CH:32][C:27]([O:26][C:23]2[CH:22]=[CH:21][C:20]([S:17]([N:8]([CH2:7][C:6]([OH:34])=[O:5])[CH2:9][C:10]([OH:12])=[O:11])(=[O:19])=[O:18])=[CH:25][CH:24]=2)=[CH:28][CH:29]=1, predict the reactants needed to synthesize it. The reactants are: C([O:5][C:6](=[O:34])[CH2:7][N:8]([S:17]([C:20]1[CH:25]=[CH:24][C:23]([O:26][C:27]2[CH:32]=[CH:31][C:30]([F:33])=[CH:29][CH:28]=2)=[CH:22][CH:21]=1)(=[O:19])=[O:18])[CH2:9][C:10]([O:12]C(C)(C)C)=[O:11])(C)(C)C.